Binary Classification. Given a T-cell receptor sequence (or CDR3 region) and an epitope sequence, predict whether binding occurs between them. From a dataset of TCR-epitope binding with 47,182 pairs between 192 epitopes and 23,139 TCRs. (1) The epitope is GTSGSPIVNR. The TCR CDR3 sequence is CASSLGVPEAFF. Result: 1 (the TCR binds to the epitope). (2) The TCR CDR3 sequence is CSARDLGSGTGELFF. The epitope is ELAGIGILTV. Result: 1 (the TCR binds to the epitope).